This data is from Full USPTO retrosynthesis dataset with 1.9M reactions from patents (1976-2016). The task is: Predict the reactants needed to synthesize the given product. (1) Given the product [Br:1][C:2]1[CH:3]=[N:4][C:5]2[N:6]([N:8]=[C:9]([C:11]([N:25]3[CH2:24][CH2:23][C:22]4[C:27](=[CH:28][CH:29]=[CH:30][C:21]=4[C:18]4[CH:19]=[N:20][C:15]([F:14])=[CH:16][CH:17]=4)[CH:26]3[CH3:31])=[O:13])[CH:10]=2)[CH:7]=1, predict the reactants needed to synthesize it. The reactants are: [Br:1][C:2]1[CH:3]=[N:4][C:5]2[N:6]([N:8]=[C:9]([C:11]([OH:13])=O)[CH:10]=2)[CH:7]=1.[F:14][C:15]1[N:20]=[CH:19][C:18]([C:21]2[CH:30]=[CH:29][CH:28]=[C:27]3[C:22]=2[CH2:23][CH2:24][NH:25][CH:26]3[CH3:31])=[CH:17][CH:16]=1. (2) The reactants are: [F:1][C:2]([F:11])([F:10])[C:3]1[CH:9]=[CH:8][CH:7]=[CH:6][C:4]=1[NH2:5].S(S([O-])=O)([O-])=O.[Na+].[Na+].C(=O)([O-])O.[Na+].[F:25][C:26]([F:35])([F:34])[C:27](I)([F:32])[C:28]([F:31])([F:30])[F:29]. Given the product [F:32][C:27]([C:8]1[CH:7]=[CH:6][C:4]([NH2:5])=[C:3]([C:2]([F:10])([F:11])[F:1])[CH:9]=1)([C:28]([F:31])([F:30])[F:29])[C:26]([F:35])([F:34])[F:25], predict the reactants needed to synthesize it. (3) Given the product [Br-:1].[CH3:9][N+:10]([CH3:12])([CH3:11])[CH2:2][CH2:3][CH2:4][CH2:5][CH2:6][CH2:7][N+:10]([CH3:12])([CH3:11])[CH3:9].[Br-:1], predict the reactants needed to synthesize it. The reactants are: [Br:1][CH2:2][CH2:3][CH2:4][CH2:5][CH2:6][CH2:7]Br.[CH3:9][N:10]([CH3:12])[CH3:11].